Dataset: Peptide-MHC class II binding affinity with 134,281 pairs from IEDB. Task: Regression. Given a peptide amino acid sequence and an MHC pseudo amino acid sequence, predict their binding affinity value. This is MHC class II binding data. (1) The peptide sequence is GLSYKEQVGSNRELY. The MHC is DRB1_0101 with pseudo-sequence DRB1_0101. The binding affinity (normalized) is 0.474. (2) The peptide sequence is LMCLSPLMANLAPHL. The MHC is DRB1_0701 with pseudo-sequence DRB1_0701. The binding affinity (normalized) is 0.324. (3) The binding affinity (normalized) is 0.661. The MHC is DRB1_0101 with pseudo-sequence DRB1_0101. The peptide sequence is LAQILMDNDLAATND. (4) The peptide sequence is SKAYANMWSLMYFHK. The MHC is DRB1_0301 with pseudo-sequence DRB1_0301. The binding affinity (normalized) is 0.521. (5) The peptide sequence is GYITTNVLREILKEL. The MHC is HLA-DQA10501-DQB10301 with pseudo-sequence HLA-DQA10501-DQB10301. The binding affinity (normalized) is 0.187.